Dataset: Full USPTO retrosynthesis dataset with 1.9M reactions from patents (1976-2016). Task: Predict the reactants needed to synthesize the given product. The reactants are: [C:1]1([S:7]([CH2:10][C:11]2[CH:20]=[CH:19][C:18](Br)=[CH:17][C:12]=2[C:13]([O:15][CH3:16])=[O:14])(=[O:9])=[O:8])[CH:6]=[CH:5][CH:4]=[CH:3][CH:2]=1.[CH3:22][N:23]1[C:27](B2OC(C)(C)C(C)(C)O2)=[CH:26][CH:25]=[N:24]1. Given the product [C:1]1([S:7]([CH2:10][C:11]2[CH:20]=[CH:19][C:18]([C:27]3[N:23]([CH3:22])[N:24]=[CH:25][CH:26]=3)=[CH:17][C:12]=2[C:13]([O:15][CH3:16])=[O:14])(=[O:9])=[O:8])[CH:6]=[CH:5][CH:4]=[CH:3][CH:2]=1, predict the reactants needed to synthesize it.